Dataset: Forward reaction prediction with 1.9M reactions from USPTO patents (1976-2016). Task: Predict the product of the given reaction. (1) The product is: [ClH:28].[CH3:27][N:2]([CH3:1])[C:3]1([C:21]2[CH:26]=[CH:25][CH:24]=[CH:23][CH:22]=2)[CH2:4][CH2:5][C:6](=[CH:9][C:10]([NH:12][CH2:13][C:14]2[CH:15]=[CH:16][C:17]([F:20])=[CH:18][CH:19]=2)=[O:11])[CH2:7][CH2:8]1. Given the reactants [CH3:1][N:2]([CH3:27])[C:3]1([C:21]2[CH:26]=[CH:25][CH:24]=[CH:23][CH:22]=2)[CH2:8][CH2:7][C:6](=[CH:9][C:10]([NH:12][CH2:13][C:14]2[CH:19]=[CH:18][C:17]([F:20])=[CH:16][CH:15]=2)=[O:11])[CH2:5][CH2:4]1.[Cl:28][Si](C)(C)C, predict the reaction product. (2) Given the reactants C1(C)C=CC=CC=1.Br[C:9]1[CH:21]=[CH:20][C:12]([C:13]([O:15][C:16]([CH3:19])([CH3:18])[CH3:17])=[O:14])=[C:11]([N+:22]([O-:24])=[O:23])[CH:10]=1.C1(C)C=CC=CC=1P(C1C=CC=CC=1C)C1C=CC=CC=1C.[CH2:47]([C:50]1[CH:55]=[CH:54][CH:53]=[CH:52][CH:51]=1)[CH:48]=[CH2:49], predict the reaction product. The product is: [N+:22]([C:11]1[CH:10]=[C:9]([CH:49]=[CH:48][CH2:47][C:50]2[CH:55]=[CH:54][CH:53]=[CH:52][CH:51]=2)[CH:21]=[CH:20][C:12]=1[C:13]([O:15][C:16]([CH3:19])([CH3:18])[CH3:17])=[O:14])([O-:24])=[O:23]. (3) Given the reactants C(=O)([O-])[O-].[K+].[K+].[I-].[K+].[F:9][C:10]([F:21])([F:20])[C:11]([NH:13][C:14]1[S:15][C:16]([CH3:19])=[CH:17][N:18]=1)=[O:12].Cl[CH2:23][C:24]1[C:33]2[C:28](=[CH:29][CH:30]=[CH:31][CH:32]=2)[CH:27]=[CH:26][CH:25]=1.[Cl-].[Na+], predict the reaction product. The product is: [F:21][C:10]([F:9])([F:20])[C:11](/[N:13]=[C:14]1\[S:15][C:16]([CH3:19])=[CH:17][N:18]\1[CH2:23][C:24]1[C:33]2[C:28](=[CH:29][CH:30]=[CH:31][CH:32]=2)[CH:27]=[CH:26][CH:25]=1)=[O:12]. (4) Given the reactants [Cl:1][C:2]1[CH:3]=[C:4]([CH2:9][OH:10])[CH:5]=[N:6][C:7]=1[Cl:8].CC(OI1(OC(C)=O)(OC(C)=O)OC(=O)C2C=CC=CC1=2)=O, predict the reaction product. The product is: [Cl:1][C:2]1[C:7]([Cl:8])=[N:6][CH:5]=[C:4]([CH:3]=1)[CH:9]=[O:10]. (5) Given the reactants [C:1]1([S:7](Cl)(=[O:9])=[O:8])[CH:6]=[CH:5][CH:4]=[CH:3][CH:2]=1.[CH2:11]([NH:18][CH2:19][CH2:20][OH:21])[C:12]1[CH:17]=[CH:16][CH:15]=[CH:14][CH:13]=1.C(N([CH2:27][CH3:28])CC)C, predict the reaction product. The product is: [C:1]1([S:7]([N:18]([CH2:11][C:12]2[CH:17]=[CH:16][CH:15]=[CH:14][CH:13]=2)[CH2:19][CH2:20][O:21][S:7]([C:28]2[CH:27]=[CH:3][CH:2]=[CH:1][CH:6]=2)(=[O:9])=[O:8])(=[O:9])=[O:8])[CH:6]=[CH:5][CH:4]=[CH:3][CH:2]=1. (6) Given the reactants [CH3:1][C:2]1([CH3:22])[C@@H:5]([C:6]([N:8]2[CH2:13][CH2:12][O:11][CH2:10][CH2:9]2)=[O:7])[CH2:4][C@H:3]1[NH:14]C(=O)OC(C)(C)C.CCN(CC)CC, predict the reaction product. The product is: [NH2:14][C@@H:3]1[CH2:4][C@H:5]([C:6]([N:8]2[CH2:13][CH2:12][O:11][CH2:10][CH2:9]2)=[O:7])[C:2]1([CH3:22])[CH3:1]. (7) Given the reactants [CH2:1]([NH:3][C:4]([NH:6][C:7]1[CH:12]=[CH:11][C:10]([C:13]2[N:14]=[C:15]([N:23]3[CH2:28][CH2:27][O:26][CH2:25][C@@H:24]3[CH3:29])[C:16]3[CH2:22][CH2:21][NH:20][CH2:19][C:17]=3[N:18]=2)=[CH:9][CH:8]=1)=[O:5])[CH3:2].CN(C)C=O.C(N(CC)C(C)C)(C)C.[N:44]1[CH:49]=[CH:48][N:47]=[CH:46][C:45]=1[C:50](Cl)=[O:51], predict the reaction product. The product is: [CH2:1]([NH:3][C:4]([NH:6][C:7]1[CH:8]=[CH:9][C:10]([C:13]2[N:14]=[C:15]([N:23]3[CH2:28][CH2:27][O:26][CH2:25][C@@H:24]3[CH3:29])[C:16]3[CH2:22][CH2:21][N:20]([C:50]([C:45]4[CH:46]=[N:47][CH:48]=[CH:49][N:44]=4)=[O:51])[CH2:19][C:17]=3[N:18]=2)=[CH:11][CH:12]=1)=[O:5])[CH3:2]. (8) Given the reactants C[O:2][C:3](=[O:23])[CH:4]([NH:15]C(OC(C)(C)C)=O)[CH2:5][C:6]1[CH:11]=[C:10]([Br:12])[C:9]([OH:13])=[C:8]([Br:14])[CH:7]=1.Cl[CH2:25][C:26]1[CH:30]=[C:29]([CH3:31])[O:28][N:27]=1, predict the reaction product. The product is: [NH2:15][CH:4]([CH2:5][C:6]1[CH:7]=[C:8]([Br:14])[C:9]([O:13][CH2:25][C:26]2[CH:30]=[C:29]([CH3:31])[O:28][N:27]=2)=[C:10]([Br:12])[CH:11]=1)[C:3]([OH:2])=[O:23]. (9) Given the reactants [CH:1]1([CH2:7][C@H:8]([NH:12][C:13](=[O:19])[O:14][C:15]([CH3:18])([CH3:17])[CH3:16])[C@@H:9]2[CH2:11][O:10]2)[CH2:6][CH2:5][CH2:4][CH2:3][CH2:2]1.[OH-].[NH4+:21], predict the reaction product. The product is: [NH2:21][CH2:11][C@H:9]([OH:10])[C@@H:8]([NH:12][C:13](=[O:19])[O:14][C:15]([CH3:18])([CH3:17])[CH3:16])[CH2:7][CH:1]1[CH2:6][CH2:5][CH2:4][CH2:3][CH2:2]1. (10) Given the reactants Cl[CH2:2][CH2:3][CH2:4][S:5][C:6]1[CH:11]=[CH:10][CH:9]=[CH:8][CH:7]=1.[CH3:12][CH:13]([CH3:29])[C:14]([NH:16][C:17]1[CH:22]=[CH:21][CH:20]=[C:19]([CH:23]2[CH2:28][CH2:27][NH:26][CH2:25][CH2:24]2)[CH:18]=1)=[O:15], predict the reaction product. The product is: [CH3:12][CH:13]([CH3:29])[C:14]([NH:16][C:17]1[CH:22]=[CH:21][CH:20]=[C:19]([CH:23]2[CH2:28][CH2:27][N:26]([CH2:2][CH2:3][CH2:4][S:5][C:6]3[CH:11]=[CH:10][CH:9]=[CH:8][CH:7]=3)[CH2:25][CH2:24]2)[CH:18]=1)=[O:15].